Dataset: Full USPTO retrosynthesis dataset with 1.9M reactions from patents (1976-2016). Task: Predict the reactants needed to synthesize the given product. (1) The reactants are: [Br:1][C:2]1[CH:7]=[C:6]([O:8]C)[CH:5]=[C:4]([I:10])[CH:3]=1.Br. Given the product [Br:1][C:2]1[CH:7]=[C:6]([OH:8])[CH:5]=[C:4]([I:10])[CH:3]=1, predict the reactants needed to synthesize it. (2) Given the product [NH2:36][C:37]1[O:30][CH:3]([CH2:4][NH:5][C:6]2[C:15]3[C:10](=[CH:11][CH:12]=[C:13]([CH3:16])[CH:14]=3)[N:9]=[C:8]([N:17]3[CH2:23][C:22]4[CH:24]=[CH:25][CH:26]=[CH:27][C:21]=4[S:20](=[O:29])(=[O:28])[CH2:19][CH2:18]3)[CH:7]=2)[CH2:2][N:1]=1, predict the reactants needed to synthesize it. The reactants are: [NH2:1][CH2:2][CH:3]([OH:30])[CH2:4][NH:5][C:6]1[C:15]2[C:10](=[CH:11][CH:12]=[C:13]([CH3:16])[CH:14]=2)[N:9]=[C:8]([N:17]2[CH2:23][C:22]3[CH:24]=[CH:25][CH:26]=[CH:27][C:21]=3[S:20](=[O:29])(=[O:28])[CH2:19][CH2:18]2)[CH:7]=1.C([O-])(=O)C.[K+].[N:36]#[C:37]Br.Cl. (3) Given the product [CH2:1]([O:8][C:9](=[O:32])[NH:10][C@H:11]1[C@@H:12]([CH2:27][N:28]2[CH2:29][CH2:30][O:31][C:38]2=[O:39])[N:13]([CH2:16][C:17]2[CH:22]=[CH:21][C:20]([O:23][CH3:24])=[CH:19][C:18]=2[O:25][CH3:26])[C:14]1=[O:15])[C:2]1[CH:7]=[CH:6][CH:5]=[CH:4][CH:3]=1, predict the reactants needed to synthesize it. The reactants are: [CH2:1]([O:8][C:9](=[O:32])[NH:10][C@@H:11]1[C:14](=[O:15])[N:13]([CH2:16][C:17]2[CH:22]=[CH:21][C:20]([O:23][CH3:24])=[CH:19][C:18]=2[O:25][CH3:26])[C@@H:12]1[CH2:27][NH:28][CH2:29][CH2:30][OH:31])[C:2]1[CH:7]=[CH:6][CH:5]=[CH:4][CH:3]=1.C1N=CN([C:38](N2C=NC=C2)=[O:39])C=1. (4) Given the product [F:38][C:28]1[CH:27]=[C:32]([O:18][C:17]([C:5]2[CH:6]=[C:7]3[C:12](=[C:3]([C:1]#[CH:2])[CH:4]=2)[O:11][C:10]([CH3:14])([CH3:13])[CH2:9][C:8]3([CH3:15])[CH3:16])=[O:19])[CH:31]=[CH:30][C:29]=1[CH2:52][C:51]([O:54][C:43]([CH3:42])([CH3:44])[CH3:21])=[O:53], predict the reactants needed to synthesize it. The reactants are: [C:1]([C:3]1[CH:4]=[C:5]([C:17]([OH:19])=[O:18])[CH:6]=[C:7]2[C:12]=1[O:11][C:10]([CH3:14])([CH3:13])[CH2:9][C:8]2([CH3:16])[CH3:15])#[CH:2].Cl[CH2:21]Cl.C(O[C:27]1[CH:32]=[CH:31][C:30](O)=[C:29](C(C)(C)C)[C:28]=1[F:38])(=O)C.Cl.CN(C)[CH2:42][CH2:43][CH2:44]N=C=NCC.[C:51]([O:54]CC)(=[O:53])[CH3:52]. (5) Given the product [Cl:1][C:2]1[CH:3]=[CH:4][C:5]([CH2:6][C:7]2[C:16]([O:17][C:32]3[CH:33]=[CH:34][CH:35]=[C:30]([O:29][C:28]([F:27])([F:39])[F:40])[CH:31]=3)=[CH:15][CH:14]=[C:13]3[C:8]=2[C:9](=[O:24])[N:10]([CH2:20][CH2:21][CH2:22][OH:23])[C:11](=[O:19])[N:12]3[CH3:18])=[CH:25][CH:26]=1, predict the reactants needed to synthesize it. The reactants are: [Cl:1][C:2]1[CH:26]=[CH:25][C:5]([CH2:6][C:7]2[C:16]([OH:17])=[CH:15][CH:14]=[C:13]3[C:8]=2[C:9](=[O:24])[N:10]([CH2:20][CH2:21][CH2:22][OH:23])[C:11](=[O:19])[N:12]3[CH3:18])=[CH:4][CH:3]=1.[F:27][C:28]([F:40])([F:39])[O:29][C:30]1[CH:31]=[C:32](B(O)O)[CH:33]=[CH:34][CH:35]=1. (6) Given the product [Br:1][C:2]1[CH:3]=[CH:4][C:5]([Cl:16])=[C:6]([CH:15]=1)[CH2:7][C:8]1[CH:13]=[CH:12][C:11]([O:14][Si:21]([C:17]([CH3:20])([CH3:19])[CH3:18])([CH3:23])[CH3:22])=[CH:10][CH:9]=1, predict the reactants needed to synthesize it. The reactants are: [Br:1][C:2]1[CH:3]=[CH:4][C:5]([Cl:16])=[C:6]([CH:15]=1)[CH2:7][C:8]1[CH:13]=[CH:12][C:11]([OH:14])=[CH:10][CH:9]=1.[C:17]([Si:21](Cl)([CH3:23])[CH3:22])([CH3:20])([CH3:19])[CH3:18].C(N(CC)CC)C. (7) Given the product [C:29]([NH:33][C:25](=[O:26])[CH2:24][CH2:23][C:22]([N:19]1[CH2:18][CH2:17][C:16](=[C:6]2[C:7]3[CH:15]=[CH:14][CH:13]=[CH:12][C:8]=3[CH:9]=[CH:10][C:11]3[CH:1]=[CH:2][CH:3]=[CH:4][C:5]2=3)[CH2:21][CH2:20]1)=[O:28])([CH3:32])([CH3:31])[CH3:30], predict the reactants needed to synthesize it. The reactants are: [CH:1]1[C:11]2[CH:10]=[CH:9][C:8]3[CH:12]=[CH:13][CH:14]=[CH:15][C:7]=3[C:6](=[C:16]3[CH2:21][CH2:20][N:19]([C:22](=[O:28])[CH2:23][CH2:24][C:25](O)=[O:26])[CH2:18][CH2:17]3)[C:5]=2[CH:4]=[CH:3][CH:2]=1.[C:29]([NH2:33])([CH3:32])([CH3:31])[CH3:30].Cl.C(N=C=NCCCN(C)C)C.C(N(CC)CC)C. (8) The reactants are: B(F)(F)F.CSC.C[O:9][C:10]1[CH:11]=[C:12]([C:17]2[N:21]([CH2:22][C:23]#[N:24])[N:20]=[CH:19][C:18]=2[C:25]2[CH:30]=[CH:29][N:28]=[C:27]([C:31]3[CH:36]=[CH:35][C:34]([O:37][C:38]4[CH:43]=[CH:42][CH:41]=[CH:40][CH:39]=4)=[CH:33][CH:32]=3)[CH:26]=2)[CH:13]=[C:14]([CH3:16])[CH:15]=1. Given the product [OH:9][C:10]1[CH:11]=[C:12]([C:17]2[N:21]([CH2:22][C:23]#[N:24])[N:20]=[CH:19][C:18]=2[C:25]2[CH:30]=[CH:29][N:28]=[C:27]([C:31]3[CH:36]=[CH:35][C:34]([O:37][C:38]4[CH:43]=[CH:42][CH:41]=[CH:40][CH:39]=4)=[CH:33][CH:32]=3)[CH:26]=2)[CH:13]=[C:14]([CH3:16])[CH:15]=1, predict the reactants needed to synthesize it.